Dataset: Reaction yield outcomes from USPTO patents with 853,638 reactions. Task: Predict the reaction yield, written as a fraction of the theoretical maximum amount of product (1.0 means a 100% yield; for example, 0.34 means a 34% yield). The reactants are [S:1]1[CH:5]=[C:4]([C:6]2[CH:16]=[CH:15][C:9]([O:10][CH2:11][CH:12]3[CH2:14][O:13]3)=[CH:8][CH:7]=2)[C:3]2[CH:17]=[CH:18][CH:19]=[CH:20][C:2]1=2.[N:21]1([C:27]2[N:32]=[CH:31][CH:30]=[CH:29][N:28]=2)[CH2:26][CH2:25][NH:24][CH2:23][CH2:22]1. The catalyst is C(O)C. The product is [S:1]1[CH:5]=[C:4]([C:6]2[CH:16]=[CH:15][C:9]([O:10][CH2:11][C@H:12]([OH:13])[CH2:14][N:24]3[CH2:25][CH2:26][N:21]([C:27]4[N:28]=[CH:29][CH:30]=[CH:31][N:32]=4)[CH2:22][CH2:23]3)=[CH:8][CH:7]=2)[C:3]2[CH:17]=[CH:18][CH:19]=[CH:20][C:2]1=2. The yield is 0.900.